Dataset: Peptide-MHC class I binding affinity with 185,985 pairs from IEDB/IMGT. Task: Regression. Given a peptide amino acid sequence and an MHC pseudo amino acid sequence, predict their binding affinity value. This is MHC class I binding data. (1) The peptide sequence is KQMEDGHTL. The MHC is HLA-A02:01 with pseudo-sequence HLA-A02:01. The binding affinity (normalized) is 0.853. (2) The peptide sequence is KEKGGLEGL. The MHC is HLA-B57:01 with pseudo-sequence HLA-B57:01. The binding affinity (normalized) is 0.00165. (3) The peptide sequence is RADEINAIL. The MHC is HLA-B39:01 with pseudo-sequence HLA-B39:01. The binding affinity (normalized) is 0.533. (4) The peptide sequence is TVRPGNKGY. The MHC is HLA-A30:01 with pseudo-sequence HLA-A30:01. The binding affinity (normalized) is 0.539. (5) The peptide sequence is GYRWMCLRR. The MHC is HLA-A31:01 with pseudo-sequence HLA-A31:01. The binding affinity (normalized) is 0.443. (6) The peptide sequence is FLNPVIYTF. The MHC is HLA-A25:01 with pseudo-sequence HLA-A25:01. The binding affinity (normalized) is 0.0847. (7) The peptide sequence is VSRDFDDVY. The MHC is HLA-B58:01 with pseudo-sequence HLA-B58:01. The binding affinity (normalized) is 0.0847. (8) The binding affinity (normalized) is 0.593. The MHC is H-2-Kb with pseudo-sequence H-2-Kb. The peptide sequence is LRFLYANV. (9) The peptide sequence is RRGWEVLKY. The MHC is HLA-A33:01 with pseudo-sequence HLA-A33:01. The binding affinity (normalized) is 0.287. (10) The peptide sequence is EKVDAIDGEY. The MHC is HLA-A30:02 with pseudo-sequence HLA-A30:02. The binding affinity (normalized) is 0.699.